This data is from Forward reaction prediction with 1.9M reactions from USPTO patents (1976-2016). The task is: Predict the product of the given reaction. (1) Given the reactants [ClH:1].Cl.NCCN1C2C(NC3C=CC(OC4C=CC=C(OCC(C)C)C=4)=C(C)C=3)=NC=NC=2C=C1.CS(CC(O)=O)(=O)=O.ON1C2C=CC=CC=2N=N1.Cl.C(N=C=NCCCN(C)C)C.[CH2:65]([O:69][C:70]1[CH:71]=[C:72]([CH:101]=[CH:102][CH:103]=1)[O:73][C:74]1[CH:79]=[CH:78][C:77]([NH:80][C:81]2[C:82]3[N:89]([CH2:90][CH2:91][NH:92][C:93](=[O:99])[CH2:94][S:95]([CH3:98])(=[O:97])=[O:96])[CH:88]=[CH:87][C:83]=3[N:84]=[CH:85][N:86]=2)=[CH:76][C:75]=1[CH3:100])[CH:66]([CH3:68])[CH3:67].Cl.C(OCC)(=O)C, predict the reaction product. The product is: [ClH:1].[CH2:65]([O:69][C:70]1[CH:71]=[C:72]([CH:101]=[CH:102][CH:103]=1)[O:73][C:74]1[CH:79]=[CH:78][C:77]([NH:80][C:81]2[C:82]3[N:89]([CH2:90][CH2:91][NH:92][C:93](=[O:99])[CH2:94][S:95]([CH3:98])(=[O:97])=[O:96])[CH:88]=[CH:87][C:83]=3[N:84]=[CH:85][N:86]=2)=[CH:76][C:75]=1[CH3:100])[CH:66]([CH3:68])[CH3:67]. (2) Given the reactants [CH3:1][C:2]([C:13]1C=[CH:17][CH:16]=[CH:15][CH:14]=1)([O:4][CH2:5]CCCC(C)C=C)[CH3:3].CN([CH:22]=[O:23])C.O=O.[CH:26]1[CH:31]=[CH:30][CH:29]=[CH:28][CH:27]=1.[CH3:32]CCCCC, predict the reaction product. The product is: [CH2:5]([O:4][C:2]([CH3:1])([CH3:3])[CH2:13][CH2:14][CH2:15][CH:16]([CH3:17])[C:22](=[O:23])[CH3:32])[C:26]1[CH:31]=[CH:30][CH:29]=[CH:28][CH:27]=1. (3) The product is: [CH:24]1([C:30]2[CH:31]=[CH:32][C:33]([NH:34][C:1]([C:4]34[CH2:11][CH2:10][C:7]([NH:12][CH2:13][C:14]([N:16]5[CH2:20][C@@H:19]([F:21])[CH2:18][C@H:17]5[C:22]#[N:23])=[O:15])([CH2:8][CH2:9]3)[CH2:6][CH2:5]4)=[O:2])=[CH:35][CH:36]=2)[CH2:25][CH2:26][CH2:27][CH2:28][CH2:29]1. Given the reactants [C:1]([C:4]12[CH2:11][CH2:10][C:7]([NH:12][CH2:13][C:14]([N:16]3[CH2:20][C@@H:19]([F:21])[CH2:18][C@H:17]3[C:22]#[N:23])=[O:15])([CH2:8][CH2:9]1)[CH2:6][CH2:5]2)(O)=[O:2].[CH:24]1([C:30]2[CH:36]=[CH:35][C:33]([NH2:34])=[CH:32][CH:31]=2)[CH2:29][CH2:28][CH2:27][CH2:26][CH2:25]1, predict the reaction product.